This data is from NCI-60 drug combinations with 297,098 pairs across 59 cell lines. The task is: Regression. Given two drug SMILES strings and cell line genomic features, predict the synergy score measuring deviation from expected non-interaction effect. Drug 1: CNC(=O)C1=NC=CC(=C1)OC2=CC=C(C=C2)NC(=O)NC3=CC(=C(C=C3)Cl)C(F)(F)F. Drug 2: C1CCC(C(C1)N)N.C(=O)(C(=O)[O-])[O-].[Pt+4]. Cell line: SNB-75. Synergy scores: CSS=6.77, Synergy_ZIP=-2.03, Synergy_Bliss=1.66, Synergy_Loewe=2.30, Synergy_HSA=2.82.